From a dataset of Reaction yield outcomes from USPTO patents with 853,638 reactions. Predict the reaction yield, written as a fraction of the theoretical maximum amount of product (1.0 means a 100% yield; for example, 0.34 means a 34% yield). (1) The reactants are Br[C:2]1[C:11]2[C:6](=[CH:7][CH:8]=[CH:9][CH:10]=2)[C:5]([Cl:12])=[N:4][CH:3]=1.[Li]CCCC.Br[C:19]1[N:24]=[C:23]([N:25]2[CH2:30][CH2:29][O:28][CH2:27][CH2:26]2)[CH:22]=[N:21][CH:20]=1. The catalyst is C1COCC1.C(OCC)(=O)C.[Zn+2].[Br-].[Br-].C1C=CC([P]([Pd]([P](C2C=CC=CC=2)(C2C=CC=CC=2)C2C=CC=CC=2)([P](C2C=CC=CC=2)(C2C=CC=CC=2)C2C=CC=CC=2)[P](C2C=CC=CC=2)(C2C=CC=CC=2)C2C=CC=CC=2)(C2C=CC=CC=2)C2C=CC=CC=2)=CC=1. The product is [Cl:12][C:5]1[C:6]2[C:11](=[CH:10][CH:9]=[CH:8][CH:7]=2)[C:2]([C:19]2[CH:20]=[N:21][CH:22]=[C:23]([N:25]3[CH2:26][CH2:27][O:28][CH2:29][CH2:30]3)[N:24]=2)=[CH:3][N:4]=1. The yield is 0.560. (2) The reactants are [F:1][C:2]([F:11])([F:10])[C:3]1[CH:4]=[CH:5][C:6]([NH2:9])=[N:7][CH:8]=1.[Cl:12][C:13]1[CH:14]=[C:15]([CH:18]=[C:19]([Cl:21])[CH:20]=1)[CH:16]=O.O.C1(C)C=CC(S(O)(=O)=O)=CC=1.[N+:34]([C:36]([CH3:39])([CH3:38])[CH3:37])#[C-:35]. The catalyst is CO.O. The product is [C:36]([NH:34][C:35]1[N:7]2[CH:8]=[C:3]([C:2]([F:1])([F:10])[F:11])[CH:4]=[CH:5][C:6]2=[N:9][C:16]=1[C:15]1[CH:14]=[C:13]([Cl:12])[CH:20]=[C:19]([Cl:21])[CH:18]=1)([CH3:39])([CH3:38])[CH3:37]. The yield is 0.465. (3) The reactants are [CH3:1][N:2]([C@H:12]([C:14]1[CH:19]=[CH:18][CH:17]=[CH:16][CH:15]=1)[CH3:13])[C@H:3]([C:5]1[CH:6]=[C:7]([OH:11])[CH:8]=[CH:9][CH:10]=1)[CH3:4].[CH3:20]O.C[I:23]. The catalyst is C(OCC)(=O)C. The product is [I-:23].[OH:11][C:7]1[CH:6]=[C:5]([C@@H:3]([N+:2]([CH3:20])([CH3:1])[C@H:12]([C:14]2[CH:19]=[CH:18][CH:17]=[CH:16][CH:15]=2)[CH3:13])[CH3:4])[CH:10]=[CH:9][CH:8]=1. The yield is 0.870. (4) The reactants are [NH2:1][CH2:2][CH2:3][N:4]1[C:12]2[CH2:11][C:10]([F:14])([F:13])[CH2:9][CH2:8][C:7]=2[CH:6]=[C:5]1[C:15]([O:17]CC)=O.C(O)(=O)C. The catalyst is C1(C)C=CC=CC=1. The product is [F:13][C:10]1([F:14])[CH2:11][C:12]2[N:4]3[CH2:3][CH2:2][NH:1][C:15](=[O:17])[C:5]3=[CH:6][C:7]=2[CH2:8][CH2:9]1. The yield is 0.530.